Task: Predict the reactants needed to synthesize the given product.. Dataset: Full USPTO retrosynthesis dataset with 1.9M reactions from patents (1976-2016) (1) Given the product [NH:1]([C:17]([O:19][CH2:20][CH:21]1[C:22]2[C:27](=[CH:26][CH:25]=[CH:24][CH:23]=2)[C:28]2[C:33]1=[CH:32][CH:31]=[CH:30][CH:29]=2)=[O:18])[C@H:2]([C:11]([O:13][CH2:14][CH:15]=[CH2:16])=[O:12])[CH2:3][C:4](=[O:5])[OH:10], predict the reactants needed to synthesize it. The reactants are: [NH:1]([C:17]([O:19][CH2:20][CH:21]1[C:33]2[C:28](=[CH:29][CH:30]=[CH:31][CH:32]=2)[C:27]2[C:22]1=[CH:23][CH:24]=[CH:25][CH:26]=2)=[O:18])[C@H:2]([C:11]([O:13][CH2:14][CH:15]=[CH2:16])=[O:12])[CH2:3][C:4](=[O:10])[O:5]C(C)(C)C.FC(F)(F)C(O)=O. (2) Given the product [C:26]([O:25][C:23]([NH:22][CH2:21][CH2:20][C:16]1[CH:15]=[C:14]2[C:19]([C:2]3[CH:11]=[CH:10][C:5]([C:6]([O:8][CH3:9])=[O:7])=[CH:4][C:3]=3[CH2:12][O:13]2)=[CH:18][CH:17]=1)=[O:24])([CH3:29])([CH3:28])[CH3:27], predict the reactants needed to synthesize it. The reactants are: Br[C:2]1[CH:11]=[CH:10][C:5]([C:6]([O:8][CH3:9])=[O:7])=[CH:4][C:3]=1[CH2:12][O:13][C:14]1[CH:19]=[CH:18][CH:17]=[C:16]([CH2:20][CH2:21][NH:22][C:23]([O:25][C:26]([CH3:29])([CH3:28])[CH3:27])=[O:24])[CH:15]=1.C([O-])(=O)C.[Na+]. (3) Given the product [CH:9]1([CH2:8][N:4]2[CH:3]=[C:2]([I:1])[CH:6]=[N:5]2)[CH2:11][CH2:10]1, predict the reactants needed to synthesize it. The reactants are: [I:1][C:2]1[CH:3]=[N:4][NH:5][CH:6]=1.Br[CH2:8][CH:9]1[CH2:11][CH2:10]1.C(=O)([O-])[O-].[Cs+].[Cs+]. (4) Given the product [CH:1]1[C:10]2[C:5](=[C:6]([CH2:11][C:12]([NH:26][C:25]3[CH:24]=[CH:23][S:22][C:21]=3[C:18]3[S:19][CH:20]=[C:16]([CH3:15])[N:17]=3)=[O:14])[CH:7]=[CH:8][CH:9]=2)[CH:4]=[CH:3][N:2]=1, predict the reactants needed to synthesize it. The reactants are: [CH:1]1[C:10]2[C:5](=[C:6]([CH2:11][C:12]([OH:14])=O)[CH:7]=[CH:8][CH:9]=2)[CH:4]=[CH:3][N:2]=1.[CH3:15][C:16]1[N:17]=[C:18]([C:21]2[S:22][CH:23]=[CH:24][C:25]=2[NH2:26])[S:19][CH:20]=1. (5) Given the product [S:8]([CH:5]1[CH2:6][CH2:7][N:2]([C:13]2[N:18]=[CH:17][C:16]([B:19]([OH:21])[OH:20])=[CH:15][N:14]=2)[CH2:3][CH2:4]1)(=[O:10])(=[O:9])[NH2:11], predict the reactants needed to synthesize it. The reactants are: Cl.[NH:2]1[CH2:7][CH2:6][CH:5]([S:8]([NH2:11])(=[O:10])=[O:9])[CH2:4][CH2:3]1.Cl[C:13]1[N:18]=[CH:17][C:16]([B:19]([OH:21])[OH:20])=[CH:15][N:14]=1.